Dataset: Reaction yield outcomes from USPTO patents with 853,638 reactions. Task: Predict the reaction yield, written as a fraction of the theoretical maximum amount of product (1.0 means a 100% yield; for example, 0.34 means a 34% yield). The reactants are Cl[C:2]1[CH:7]=[C:6]([CH:8]([S:17][C:18]2[CH:23]=[CH:22][C:21]([Cl:24])=[CH:20][CH:19]=2)[C:9]2[CH:14]=[C:13]([F:15])[CH:12]=[CH:11][C:10]=2[F:16])[C:5]([Cl:25])=[CH:4][N:3]=1.[NH2:26][CH2:27][CH2:28][OH:29]. The catalyst is O1CCOCC1. The product is [Cl:25][C:5]1[C:6]([CH:8]([S:17][C:18]2[CH:19]=[CH:20][C:21]([Cl:24])=[CH:22][CH:23]=2)[C:9]2[CH:14]=[C:13]([F:15])[CH:12]=[CH:11][C:10]=2[F:16])=[CH:7][C:2]([NH:26][CH2:27][CH2:28][OH:29])=[N:3][CH:4]=1. The yield is 0.560.